This data is from Reaction yield outcomes from USPTO patents with 853,638 reactions. The task is: Predict the reaction yield, written as a fraction of the theoretical maximum amount of product (1.0 means a 100% yield; for example, 0.34 means a 34% yield). (1) The reactants are [N+:1]([C:4]1[CH:9]=[CH:8][C:7]([CH:10]2[CH2:15][C:14](=[O:16])[NH:13][C:12](=[O:17])[CH2:11]2)=[CH:6][CH:5]=1)([O-])=O. The catalyst is CO.[Pd]. The product is [NH2:1][C:4]1[CH:5]=[CH:6][C:7]([CH:10]2[CH2:11][C:12](=[O:17])[NH:13][C:14](=[O:16])[CH2:15]2)=[CH:8][CH:9]=1. The yield is 0.620. (2) The reactants are [CH3:1][N:2]([CH2:10][CH2:11][N:12]1[CH:16]=[CH:15][C:14]([N+:17]([O-])=O)=[N:13]1)[C:3](=[O:9])[O:4][C:5]([CH3:8])([CH3:7])[CH3:6].[NH4+].[Cl-]. The catalyst is C(O)C.[Fe]. The product is [NH2:17][C:14]1[CH:15]=[CH:16][N:12]([CH2:11][CH2:10][N:2]([CH3:1])[C:3](=[O:9])[O:4][C:5]([CH3:6])([CH3:7])[CH3:8])[N:13]=1. The yield is 0.800. (3) The reactants are [CH2:1]([SH:8])[C:2]1[CH:7]=[CH:6][CH:5]=[CH:4][CH:3]=1.C([O-])([O-])=O.[K+].[K+].Br[CH2:16][CH2:17][CH2:18][C:19]1[NH:20][C:21](=[O:24])[NH:22][N:23]=1.O. The catalyst is CN(C=O)C. The product is [CH2:1]([S:8][CH2:16][CH2:17][CH2:18][C:19]1[NH:20][C:21](=[O:24])[NH:22][N:23]=1)[C:2]1[CH:7]=[CH:6][CH:5]=[CH:4][CH:3]=1. The yield is 0.360. (4) The reactants are Cl.[CH3:2][N:3]1[CH:7]=[C:6]([NH2:8])[N:5]=[C:4]1[CH3:9].Br[C:11]1[C:12](=[O:19])[N:13]([CH3:18])[CH:14]=[C:15]([Br:17])[CH:16]=1.CC1(C)C2C(=C(P(C3C=CC=CC=3)C3C=CC=CC=3)C=CC=2)OC2C(P(C3C=CC=CC=3)C3C=CC=CC=3)=CC=CC1=2.C([O-])([O-])=O.[Cs+].[Cs+]. The catalyst is C1C=CC(/C=C/C(/C=C/C2C=CC=CC=2)=O)=CC=1.C1C=CC(/C=C/C(/C=C/C2C=CC=CC=2)=O)=CC=1.C1C=CC(/C=C/C(/C=C/C2C=CC=CC=2)=O)=CC=1.[Pd].[Pd].O1CCOCC1. The product is [Br:17][C:15]1[CH:16]=[C:11]([NH:8][C:6]2[N:5]=[C:4]([CH3:9])[N:3]([CH3:2])[CH:7]=2)[C:12](=[O:19])[N:13]([CH3:18])[CH:14]=1. The yield is 0.330. (5) The reactants are C1(P(C2C=CC=CC=2)C2C=CC=CC=2)C=CC=CC=1.BrN1C(=O)CCC1=O.[CH:28]1([CH2:33][CH:34]([C:38]2[CH:43]=[CH:42][CH:41]=[C:40]([S:44]([C:47]([F:50])([F:49])[F:48])(=[O:46])=[O:45])[CH:39]=2)[C:35]([OH:37])=O)[CH2:32][CH2:31][CH2:30][CH2:29]1.[NH2:51][C:52]1[S:53][CH:54]=[CH:55][N:56]=1. The catalyst is C(Cl)Cl. The product is [CH:28]1([CH2:33][CH:34]([C:38]2[CH:43]=[CH:42][CH:41]=[C:40]([S:44]([C:47]([F:49])([F:50])[F:48])(=[O:45])=[O:46])[CH:39]=2)[C:35]([NH:51][C:52]2[S:53][CH:54]=[CH:55][N:56]=2)=[O:37])[CH2:32][CH2:31][CH2:30][CH2:29]1. The yield is 0.720.